Dataset: Full USPTO retrosynthesis dataset with 1.9M reactions from patents (1976-2016). Task: Predict the reactants needed to synthesize the given product. (1) Given the product [Br:24][C:25]1[S:29][C:28]([S:30]([NH:1][C:2]2[CH:7]=[N:6][CH:5]=[C:4]([C:8]3[S:12][C:11]([C:13]4[CH:14]=[C:15]5[C:19](=[CH:20][CH:21]=4)[C:18](=[O:22])[N:17]([CH3:23])[CH2:16]5)=[CH:10][CH:9]=3)[CH:3]=2)(=[O:32])=[O:31])=[CH:27][CH:26]=1, predict the reactants needed to synthesize it. The reactants are: [NH2:1][C:2]1[CH:3]=[C:4]([C:8]2[S:12][C:11]([C:13]3[CH:14]=[C:15]4[C:19](=[CH:20][CH:21]=3)[C:18](=[O:22])[N:17]([CH3:23])[CH2:16]4)=[CH:10][CH:9]=2)[CH:5]=[N:6][CH:7]=1.[Br:24][C:25]1[S:29][C:28]([S:30](Cl)(=[O:32])=[O:31])=[CH:27][CH:26]=1. (2) Given the product [Cl:1][C:2]1[CH:8]=[C:7]([O:9][C:10]2[C:19]3[C:14](=[CH:15][C:16]([O:22][CH3:23])=[C:17]([O:20][CH3:21])[CH:18]=3)[N:13]=[CH:12][N:11]=2)[CH:6]=[CH:5][C:3]=1[NH:4][C:35]([NH:51][CH2:50][CH2:49][N:43]1[CH2:48][CH2:47][CH2:46][CH2:45][CH2:44]1)=[O:41], predict the reactants needed to synthesize it. The reactants are: [Cl:1][C:2]1[CH:8]=[C:7]([O:9][C:10]2[C:19]3[C:14](=[CH:15][C:16]([O:22][CH3:23])=[C:17]([O:20][CH3:21])[CH:18]=3)[N:13]=[CH:12][N:11]=2)[CH:6]=[CH:5][C:3]=1[NH2:4].C(N(CC)CC)C.ClC(Cl)(O[C:35](=[O:41])OC(Cl)(Cl)Cl)Cl.[N:43]1([CH2:49][CH2:50][NH2:51])[CH2:48][CH2:47][CH2:46][CH2:45][CH2:44]1. (3) Given the product [O:11]1[C:15]2[CH:16]=[CH:17][CH:18]=[CH:19][C:14]=2[CH:13]=[C:12]1[C:20]1[N:24]2[N:25]=[C:26]([NH:7][C:5](=[O:6])[CH:4]([CH:1]3[CH2:3][CH2:2]3)[OH:8])[CH:27]=[CH:28][C:23]2=[N:22][CH:21]=1, predict the reactants needed to synthesize it. The reactants are: [CH:1]1([CH:4]([OH:8])[C:5]([NH2:7])=[O:6])[CH2:3][CH2:2]1.[H-].[Na+].[O:11]1[C:15]2[CH:16]=[CH:17][CH:18]=[CH:19][C:14]=2[CH:13]=[C:12]1[C:20]1[N:24]2[N:25]=[C:26](Cl)[CH:27]=[CH:28][C:23]2=[N:22][CH:21]=1. (4) Given the product [Cl:21][C:4]1[CH:3]=[C:2]([CH:20]=[CH:19][C:5]=1[CH2:6][CH:7]1[CH2:11][CH2:10][N:9]([CH:12]2[CH2:17][CH2:16][CH2:15][CH2:14][CH2:13]2)[C:8]1=[O:18])[C:26]#[N:27], predict the reactants needed to synthesize it. The reactants are: Br[C:2]1[CH:20]=[CH:19][C:5]([CH2:6][CH:7]2[CH2:11][CH2:10][N:9]([CH:12]3[CH2:17][CH2:16][CH2:15][CH2:14][CH2:13]3)[C:8]2=[O:18])=[C:4]([Cl:21])[CH:3]=1.[Si]([C:26]#[N:27])(C)(C)C.O. (5) Given the product [C:1]([O:5][C:6]([N:8]1[CH2:12][C@H:11]([O:13][C:14](=[O:16])[CH3:15])[CH2:10][C@@H:9]1[C:17](=[S:37])[NH:18][CH2:19][C:20]1[CH:25]=[CH:24][C:23]([Cl:26])=[CH:22][CH:21]=1)=[O:7])([CH3:4])([CH3:3])[CH3:2], predict the reactants needed to synthesize it. The reactants are: [C:1]([O:5][C:6]([N:8]1[CH2:12][C@H:11]([O:13][C:14](=[O:16])[CH3:15])[CH2:10][C@@H:9]1[C:17](=O)[NH:18][CH2:19][C:20]1[CH:25]=[CH:24][C:23]([Cl:26])=[CH:22][CH:21]=1)=[O:7])([CH3:4])([CH3:3])[CH3:2].COC1C=CC(P2(SP(C3C=CC(OC)=CC=3)(=S)S2)=[S:37])=CC=1.[OH-].[Na+]. (6) The reactants are: [CH:1]1([CH2:4][N:5]2[C:10]3[N:11]=[CH:12][C:13]([C:15]([O:17]CC)=[O:16])=[CH:14][C:9]=3[C:8](=[O:20])[N:7]([CH2:21][CH:22]3[CH2:24][CH2:23]3)[C:6]2=[O:25])[CH2:3][CH2:2]1.O.[OH-].[Li+]. Given the product [CH:1]1([CH2:4][N:5]2[C:10]3[N:11]=[CH:12][C:13]([C:15]([OH:17])=[O:16])=[CH:14][C:9]=3[C:8](=[O:20])[N:7]([CH2:21][CH:22]3[CH2:24][CH2:23]3)[C:6]2=[O:25])[CH2:2][CH2:3]1, predict the reactants needed to synthesize it. (7) Given the product [NH:1]1[C:5]2([CH2:6][CH2:7][C:8](=[O:9])[CH2:13][CH2:14]2)[C:4](=[O:15])[NH:3][C:2]1=[O:16], predict the reactants needed to synthesize it. The reactants are: [NH:1]1[C:5]2([CH2:14][CH2:13][C:8]3(OCC[O:9]3)[CH2:7][CH2:6]2)[C:4](=[O:15])[NH:3][C:2]1=[O:16].Cl. (8) Given the product [C:19]([NH:18][C:16](=[O:17])[NH:15][C:12]1[N:13]=[CH:14][C:9]([O:8][C:6]2[CH:5]=[CH:4][N:3]=[C:2]([NH:1][C:26](=[O:27])[O:28][C:29]([CH3:31])=[CH2:30])[CH:7]=2)=[CH:10][CH:11]=1)(=[O:24])[C:20]([CH3:21])([CH3:23])[CH3:22], predict the reactants needed to synthesize it. The reactants are: [NH2:1][C:2]1[CH:7]=[C:6]([O:8][C:9]2[CH:10]=[CH:11][C:12]([NH:15][C:16]([NH:18][C:19](=[O:24])[C:20]([CH3:23])([CH3:22])[CH3:21])=[O:17])=[N:13][CH:14]=2)[CH:5]=[CH:4][N:3]=1.Cl[C:26]([O:28][C:29]([CH3:31])=[CH2:30])=[O:27].O.